From a dataset of Catalyst prediction with 721,799 reactions and 888 catalyst types from USPTO. Predict which catalyst facilitates the given reaction. (1) The catalyst class is: 115. Product: [Br:1][C:2]1[C:10]2[NH:9][N:8]=[C:7]([Cl:11])[C:6]=2[C:5]2[CH2:12][N:32]([CH2:31][C:30]([F:34])([F:33])[F:29])[C:16](=[O:18])[C@H:15]([CH2:20][C:21]([O:23][CH3:24])=[O:22])[CH2:14][C:4]=2[CH:3]=1. Reactant: [Br:1][C:2]1[CH:3]=[C:4]([CH2:14][C@@H:15]([CH2:20][C:21]([O:23][CH3:24])=[O:22])[C:16]([O:18]C)=O)[C:5]([CH2:12]O)=[C:6]2[C:10]=1[NH:9][N:8]=[C:7]2[Cl:11].S(Cl)(Cl)=O.[F:29][C:30]([F:34])([F:33])[CH2:31][NH2:32].C(=O)([O-])[O-].[K+].[K+].C(O)(=O)C. (2) The catalyst class is: 17. Reactant: [NH2:1][C:2]1[CH:3]=[C:4]([CH:43]=[CH:44][CH:45]=1)[C:5]([NH:7][C:8]1[CH:13]=[CH:12][CH:11]=[C:10]([CH2:14][O:15][CH2:16][CH2:17][O:18][CH2:19][CH2:20][CH2:21][CH2:22][CH2:23][CH2:24][N:25]2[CH2:29][C@@H:28]([C:30]3[CH:41]=[CH:40][C:33]4[O:34][C:35]([CH3:39])([CH3:38])[O:36][CH2:37][C:32]=4[CH:31]=3)[O:27][C:26]2=[O:42])[CH:9]=1)=[O:6].[C:46]1([S:52](Cl)(=[O:54])=[O:53])[CH:51]=[CH:50][CH:49]=[CH:48][CH:47]=1.C(=O)(O)[O-].[Na+]. Product: [CH3:38][C:35]1([CH3:39])[O:34][C:33]2[CH:40]=[CH:41][C:30]([C@H:28]3[O:27][C:26](=[O:42])[N:25]([CH2:24][CH2:23][CH2:22][CH2:21][CH2:20][CH2:19][O:18][CH2:17][CH2:16][O:15][CH2:14][C:10]4[CH:9]=[C:8]([NH:7][C:5](=[O:6])[C:4]5[CH:43]=[CH:44][CH:45]=[C:2]([NH:1][S:52]([C:46]6[CH:51]=[CH:50][CH:49]=[CH:48][CH:47]=6)(=[O:54])=[O:53])[CH:3]=5)[CH:13]=[CH:12][CH:11]=4)[CH2:29]3)=[CH:31][C:32]=2[CH2:37][O:36]1. (3) Reactant: [CH3:1][C:2]1[CH:10]=[CH:9][C:5]([C:6](O)=[S:7])=[CH:4][C:3]=1[C:11]#[C:12][C:13]1[CH:14]=[N:15][C:16]2[C:21]([CH:22]=1)=[CH:20][CH:19]=[CH:18][CH:17]=2.Cl.CN(C)CCCN=C=NCC.ON1C2C=CC=CC=2N=N1.[Cl:45][C:46]1[CH:55]=[CH:54][CH:53]=[C:52]([CH3:56])[C:47]=1[C:48]([NH:50][NH2:51])=[O:49]. Product: [Cl:45][C:46]1[CH:55]=[CH:54][CH:53]=[C:52]([CH3:56])[C:47]=1[C:48]([N:50]([C:6](=[S:7])[C:5]1[CH:9]=[CH:10][C:2]([CH3:1])=[C:3]([C:11]#[C:12][C:13]2[CH:14]=[N:15][C:16]3[C:21]([CH:22]=2)=[CH:20][CH:19]=[CH:18][CH:17]=3)[CH:4]=1)[NH2:51])=[O:49]. The catalyst class is: 9. (4) Reactant: [NH2:1][O:2][C:3]1[CH:4]=[C:5]([C:9](OC(C)C)(C)[C:10]([O-:12])=O)[CH:6]=[CH:7][CH:8]=1.[Cl:18][C:19]1[CH:27]=[C:26]([Cl:28])[CH:25]=[CH:24][C:20]=1[C:21]([OH:23])=O.[C-:29]#N.P(=O)([O:35][CH2:36][CH3:37])OCC.C(N([CH2:44][CH3:45])CC)C.CN(C)[CH:48]=[O:49]. Product: [Cl:18][C:19]1[CH:27]=[C:26]([Cl:28])[CH:25]=[CH:24][C:20]=1[C:21]([NH:1][O:2][C:3]1[CH:4]=[C:5]([CH2:9][CH:10]([O:12][CH:44]([CH3:45])[CH3:29])[C:48]([O:35][CH2:36][CH3:37])=[O:49])[CH:6]=[CH:7][CH:8]=1)=[O:23]. The catalyst class is: 13. (5) Reactant: [F:1][C:2]1[CH:7]=[CH:6][C:5]([C:8]2[C:16]3[C:11](=[CH:12][C:13]([C:17]([O:19]C)=[O:18])=[CH:14][CH:15]=3)[N:10]([CH3:21])[CH:9]=2)=[CH:4][CH:3]=1.O[Li].O. Product: [F:1][C:2]1[CH:3]=[CH:4][C:5]([C:8]2[C:16]3[C:11](=[CH:12][C:13]([C:17]([OH:19])=[O:18])=[CH:14][CH:15]=3)[N:10]([CH3:21])[CH:9]=2)=[CH:6][CH:7]=1. The catalyst class is: 20. (6) Reactant: [CH2:1]([O:19][CH2:20][C:21](=O)[CH2:22][O:23][CH2:24][CH2:25][CH2:26][CH2:27][CH2:28][CH2:29][CH2:30][CH2:31]/[CH:32]=[CH:33]\[CH2:34]/[CH:35]=[CH:36]\[CH2:37][CH2:38][CH2:39][CH2:40][CH3:41])[CH2:2][CH2:3][CH2:4][CH2:5][CH2:6][CH2:7][CH2:8]/[CH:9]=[CH:10]\[CH2:11]/[CH:12]=[CH:13]\[CH2:14][CH2:15][CH2:16][CH2:17][CH3:18].[CH2:43]([N:55]([CH2:63][CH2:64][CH2:65][NH2:66])C(=O)OC(C)(C)C)[CH2:44][CH2:45][CH2:46][N:47]([CH2:51][CH2:52][CH2:53][NH2:54])C(=O)[O-].C(O)(=O)C.C(O[BH-](OC(=O)C)OC(=O)C)(=O)C.[Na+].FC(F)(F)C(O)=O. Product: [NH2:66][CH2:65][CH2:64][CH2:63][NH:55][CH2:43][CH2:44][CH2:45][CH2:46][NH:47][CH2:51][CH2:52][CH2:53][NH:54][CH:21]([CH2:20][O:19][CH2:1][CH2:2][CH2:3][CH2:4][CH2:5][CH2:6][CH2:7][CH2:8]/[CH:9]=[CH:10]\[CH2:11]/[CH:12]=[CH:13]\[CH2:14][CH2:15][CH2:16][CH2:17][CH3:18])[CH2:22][O:23][CH2:24][CH2:25][CH2:26][CH2:27][CH2:28][CH2:29][CH2:30][CH2:31]/[CH:32]=[CH:33]\[CH2:34]/[CH:35]=[CH:36]\[CH2:37][CH2:38][CH2:39][CH2:40][CH3:41]. The catalyst class is: 26. (7) Reactant: [NH2:1][CH2:2][C:3]1[CH:4]=[C:5]([CH:26]=[CH:27][CH:28]=1)[C:6]([N:8]([CH2:17][C:18]1[CH:23]=[C:22]([Cl:24])[CH:21]=[C:20]([Cl:25])[CH:19]=1)[CH2:9][C:10]1[CH:15]=[CH:14][C:13]([F:16])=[CH:12][CH:11]=1)=[O:7].[F:29][C:30]1[CH:37]=[CH:36][C:33]([CH:34]=O)=[CH:32][CH:31]=1.C(O[BH-](OC(=O)C)OC(=O)C)(=O)C.[Na+].C([O-])(O)=O.[Na+]. Product: [Cl:25][C:20]1[CH:19]=[C:18]([CH:23]=[C:22]([Cl:24])[CH:21]=1)[CH2:17][N:8]([CH2:9][C:10]1[CH:11]=[CH:12][C:13]([F:16])=[CH:14][CH:15]=1)[C:6](=[O:7])[C:5]1[CH:26]=[CH:27][CH:28]=[C:3]([CH2:2][NH:1][CH2:34][C:33]2[CH:36]=[CH:37][C:30]([F:29])=[CH:31][CH:32]=2)[CH:4]=1. The catalyst class is: 812. (8) Product: [NH:1]1[CH:8]=[C:7]([CH2:9][C:10]([OH:12])=[O:11])[C:5](=[O:6])[NH:4][C:2]1=[O:18]. Reactant: [NH:1]1[CH:8]=[C:7]([CH2:9][C:10]([O:12]CC)=[O:11])[C:5](=[O:6])[NH:4][C:2]1=S.ClCC(O)=[O:18].Cl. The catalyst class is: 6. (9) Product: [C:27]([O:26][C:24]([N:20]1[CH2:21][CH2:22][CH2:23][CH:18]([CH2:17][NH:16][C:14]2[CH:15]=[C:10]([NH:9][C:6]3[CH:5]=[N:4][C:3]([C:1]#[N:2])=[CH:8][N:7]=3)[N:11]=[CH:12][C:13]=2[N:31]2[CH:35]=[CH:34][C:33]([C:36]([OH:38])=[O:37])=[CH:32]2)[CH2:19]1)=[O:25])([CH3:30])([CH3:28])[CH3:29]. The catalyst class is: 8. Reactant: [C:1]([C:3]1[N:4]=[CH:5][C:6]([NH:9][C:10]2[CH:15]=[C:14]([NH:16][CH2:17][CH:18]3[CH2:23][CH2:22][CH2:21][N:20]([C:24]([O:26][C:27]([CH3:30])([CH3:29])[CH3:28])=[O:25])[CH2:19]3)[C:13]([N:31]3[CH:35]=[CH:34][C:33]([C:36]([O:38]CC)=[O:37])=[CH:32]3)=[CH:12][N:11]=2)=[N:7][CH:8]=1)#[N:2].[OH-].[K+].